This data is from Full USPTO retrosynthesis dataset with 1.9M reactions from patents (1976-2016). The task is: Predict the reactants needed to synthesize the given product. (1) Given the product [C:2]([C:3]1[CH:17]([C:16]2[CH:19]=[CH:20][CH:21]=[CH:22][C:15]=2[N+:12]([O-:14])=[O:13])[C:28]2[C:24](=[N:25][NH:26][CH:27]=2)[NH:23][C:9]=1[CH:9]1[CH2:3][CH2:2][NH:1][CH2:11][CH2:10]1)#[N:1], predict the reactants needed to synthesize it. The reactants are: [NH:1]1[CH2:11][CH2:10][CH2:9][CH:3](C(OCC)=O)[CH2:2]1.[N+:12]([C:15]1[CH:22]=[CH:21][CH:20]=[CH:19][C:16]=1[CH:17]=O)([O-:14])=[O:13].[NH2:23][C:24]1[CH:28]=[CH:27][NH:26][N:25]=1. (2) Given the product [CH3:1][O:2][C:3]1[CH:4]=[C:5]([CH3:24])[C:6]([S:10]([N:13]([CH2:15][C:16]2[O:20][CH:19]=[C:18]([C:21]([N:72]([CH2:71][C:68]3[CH:67]=[CH:66][C:65]([CH2:64][N:61]4[CH2:62][CH2:63][CH:59]([O:58][CH3:57])[CH2:60]4)=[CH:70][CH:69]=3)[CH3:73])=[O:23])[CH:17]=2)[CH3:14])(=[O:12])=[O:11])=[C:7]([CH3:9])[CH:8]=1, predict the reactants needed to synthesize it. The reactants are: [CH3:1][O:2][C:3]1[CH:8]=[C:7]([CH3:9])[C:6]([S:10]([N:13]([CH2:15][C:16]2[O:20][CH:19]=[C:18]([C:21]([OH:23])=O)[CH:17]=2)[CH3:14])(=[O:12])=[O:11])=[C:5]([CH3:24])[CH:4]=1.CCN=C=NCCCN(C)C.C1C=CC2N(O)N=NC=2C=1.CCN(C(C)C)C(C)C.Cl.Cl.[CH3:57][O:58][CH:59]1[CH2:63][CH2:62][N:61]([CH2:64][C:65]2[CH:70]=[CH:69][C:68]([CH2:71][NH:72][CH3:73])=[CH:67][CH:66]=2)[CH2:60]1. (3) Given the product [F:21][C:22]1[CH:23]=[C:24]([CH:27]=[CH:28][C:29]=1[F:30])[CH2:25][N:5]1[C:6]2[C:11](=[CH:10][CH:9]=[CH:8][CH:7]=2)[C:2](=[N:16][C:15]2[CH:17]=[CH:18][C:19]([F:20])=[C:13]([F:12])[CH:14]=2)[CH:3]=[CH:4]1, predict the reactants needed to synthesize it. The reactants are: Cl[C:2]1[C:11]2[C:6](=[CH:7][CH:8]=[CH:9][CH:10]=2)[N:5]=[CH:4][CH:3]=1.[F:12][C:13]1[CH:14]=[C:15]([CH:17]=[CH:18][C:19]=1[F:20])[NH2:16].[F:21][C:22]1[CH:23]=[C:24]([CH:27]=[CH:28][C:29]=1[F:30])[CH2:25]Br.